From a dataset of Forward reaction prediction with 1.9M reactions from USPTO patents (1976-2016). Predict the product of the given reaction. (1) The product is: [CH2:15]([NH:22][C:8]1[CH:13]=[CH:12][C:11]([CH3:14])=[CH:10][CH:9]=1)[C:16]1[CH:21]=[CH:20][CH:19]=[CH:18][CH:17]=1. Given the reactants CC([O-])(C)C.[Na+].Cl[C:8]1[CH:13]=[CH:12][C:11]([CH3:14])=[CH:10][CH:9]=1.[CH2:15]([NH2:22])[C:16]1[CH:21]=[CH:20][CH:19]=[CH:18][CH:17]=1, predict the reaction product. (2) Given the reactants [CH2:1]([O:3][C:4](=[O:40])[CH2:5][CH2:6][CH2:7][CH2:8][CH2:9][N:10]1[CH2:15][CH2:14][N:13]([C:16](=[O:39])[C:17]2[CH:22]=[CH:21][CH:20]=[C:19]([C@@H:23]([N:31]3[CH2:36][C@@H:35]([CH3:37])[NH:34][CH2:33][C@@H:32]3[CH3:38])[C:24]3[CH:29]=[CH:28][CH:27]=[C:26]([OH:30])[CH:25]=3)[CH:18]=2)[CH2:12][CH2:11]1)[CH3:2].[F:41][C:42]1[CH:43]=[C:44]([CH:47]=[CH:48][CH:49]=1)[CH:45]=O, predict the reaction product. The product is: [CH2:1]([O:3][C:4](=[O:40])[CH2:5][CH2:6][CH2:7][CH2:8][CH2:9][N:10]1[CH2:11][CH2:12][N:13]([C:16](=[O:39])[C:17]2[CH:22]=[CH:21][CH:20]=[C:19]([C@@H:23]([N:31]3[CH2:36][C@@H:35]([CH3:37])[N:34]([CH2:45][C:44]4[CH:47]=[CH:48][CH:49]=[C:42]([F:41])[CH:43]=4)[CH2:33][C@@H:32]3[CH3:38])[C:24]3[CH:29]=[CH:28][CH:27]=[C:26]([OH:30])[CH:25]=3)[CH:18]=2)[CH2:14][CH2:15]1)[CH3:2]. (3) Given the reactants [O:1]=[C:2]1[CH:7]=[C:6]([C:8]2[CH:13]=[CH:12][C:11]([C:14]([F:17])([F:16])[F:15])=[CH:10][CH:9]=2)[CH:5]=[CH:4][N:3]1[C:18]1[CH:37]=[CH:36][C:21]2[N:22]3[CH2:28][CH2:27][N:26](C(OC(C)(C)C)=O)[CH2:25][C:23]3=[N:24][C:20]=2[CH:19]=1.Cl, predict the reaction product. The product is: [CH2:25]1[C:23]2=[N:24][C:20]3[CH:19]=[C:18]([N:3]4[CH:4]=[CH:5][C:6]([C:8]5[CH:13]=[CH:12][C:11]([C:14]([F:17])([F:15])[F:16])=[CH:10][CH:9]=5)=[CH:7][C:2]4=[O:1])[CH:37]=[CH:36][C:21]=3[N:22]2[CH2:28][CH2:27][NH:26]1.